Dataset: Blood-brain barrier permeability classification from the B3DB database. Task: Regression/Classification. Given a drug SMILES string, predict its absorption, distribution, metabolism, or excretion properties. Task type varies by dataset: regression for continuous measurements (e.g., permeability, clearance, half-life) or binary classification for categorical outcomes (e.g., BBB penetration, CYP inhibition). Dataset: b3db_classification. (1) The molecule is CN1c2ccccc2C(c2ccccc2Cl)=NCC1(Cl)CO. The result is 1 (penetrates BBB). (2) The drug is CO/N=C(/C(=O)N[C@@H]1C(=O)N2C(C(=O)O)=CCS[C@H]12)c1csc(N)n1. The result is 0 (does not penetrate BBB). (3) The compound is Nc1nc(N)c2nc(-c3ccccc3)c(N)nc2n1. The result is 0 (does not penetrate BBB).